From a dataset of Full USPTO retrosynthesis dataset with 1.9M reactions from patents (1976-2016). Predict the reactants needed to synthesize the given product. (1) Given the product [CH2:16]([C@:11]1([C:9]([O:8][CH2:1][C:2]2[CH:3]=[CH:4][CH:5]=[CH:6][CH:7]=2)=[O:10])[CH2:12][C:13](=[O:15])[O:19]1)[CH:17]=[CH2:18], predict the reactants needed to synthesize it. The reactants are: [CH2:1]([O:8][C:9]([C@@:11]([OH:19])([CH2:16][CH:17]=[CH2:18])[CH2:12][C:13]([OH:15])=O)=[O:10])[C:2]1[CH:7]=[CH:6][CH:5]=[CH:4][CH:3]=1.C(N(CC)CC)C.ClC1C=C(Cl)C=C(Cl)C=1C(Cl)=O. (2) The reactants are: [F:1][C:2]([F:16])([F:15])[C:3]1([C:6]2[C:10]3[CH2:11][NH:12][CH2:13][CH2:14][C:9]=3[NH:8][N:7]=2)[CH2:5][CH2:4]1.[Cl:17][C:18]1[CH:19]=[C:20]([NH:24][C:25](=O)[O:26]C2C=CC=CC=2)[CH:21]=[CH:22][CH:23]=1. Given the product [Cl:17][C:18]1[CH:19]=[C:20]([NH:24][C:25]([N:12]2[CH2:13][CH2:14][C:9]3[NH:8][N:7]=[C:6]([C:3]4([C:2]([F:1])([F:15])[F:16])[CH2:5][CH2:4]4)[C:10]=3[CH2:11]2)=[O:26])[CH:21]=[CH:22][CH:23]=1, predict the reactants needed to synthesize it. (3) Given the product [F:1][C:2]1[CH:7]=[CH:6][C:5]([C:8]2[CH:13]=[CH:12][C:11]([O:14][CH2:15][CH:16]3[CH2:20][CH2:19][NH:18][CH2:17]3)=[CH:10][CH:9]=2)=[CH:4][CH:3]=1, predict the reactants needed to synthesize it. The reactants are: [F:1][C:2]1[CH:7]=[CH:6][C:5]([C:8]2[CH:13]=[CH:12][C:11]([O:14][CH2:15][CH:16]3[CH2:20][CH2:19][N:18](C(OC(C)(C)C)=O)[CH2:17]3)=[CH:10][CH:9]=2)=[CH:4][CH:3]=1.FC(F)(F)C(O)=O. (4) Given the product [ClH:19].[CH3:1][O:2][C:3](=[O:30])[C@H:4]([O:28][CH3:29])[CH:5]([NH2:20])[CH2:6][C:7]1[CH:8]=[CH:9][C:10]([C:13]2[CH:18]=[CH:17][CH:16]=[C:15]([Cl:19])[CH:14]=2)=[CH:11][CH:12]=1, predict the reactants needed to synthesize it. The reactants are: [CH3:1][O:2][C:3](=[O:30])[C@H:4]([O:28][CH3:29])[CH:5]([NH:20]C(OC(C)(C)C)=O)[CH2:6][C:7]1[CH:12]=[CH:11][C:10]([C:13]2[CH:18]=[CH:17][CH:16]=[C:15]([Cl:19])[CH:14]=2)=[CH:9][CH:8]=1.Cl. (5) Given the product [CH2:35]([O:34][C:32]1[C:31](=[O:37])[NH:30][CH:29]=[C:28]([C:24]2[CH:25]=[C:26]([F:27])[C:21]([CH2:20][C:19]([NH:18][C:15]3[CH:16]=[CH:17][C:12]([O:11][CH2:10][CH2:9][OH:8])=[C:13]([C:49]([F:50])([F:52])[F:51])[CH:14]=3)=[O:48])=[C:22]([F:47])[CH:23]=2)[CH:33]=1)[CH3:36], predict the reactants needed to synthesize it. The reactants are: C([O:8][CH2:9][CH2:10][O:11][C:12]1[CH:17]=[CH:16][C:15]([NH:18][C:19](=[O:48])[CH2:20][C:21]2[C:26]([F:27])=[CH:25][C:24]([C:28]3[CH:29]=[N:30][C:31]([O:37]CC4C=CC(OC)=CC=4)=[C:32]([O:34][CH2:35][CH3:36])[CH:33]=3)=[CH:23][C:22]=2[F:47])=[CH:14][C:13]=1[C:49]([F:52])([F:51])[F:50])C1C=CC=CC=1.